This data is from Catalyst prediction with 721,799 reactions and 888 catalyst types from USPTO. The task is: Predict which catalyst facilitates the given reaction. Reactant: [CH3:1][N:2]1[C:6]([CH3:7])=[N:5][C:4]([NH2:8])=[N:3]1.CC(C)([O-])C.[Na+].[CH3:15][S:16][C:17]1[N:22]=[C:21](SC)[C:20]2=[N:25][CH:26]=[C:27]([C:28]#[N:29])[N:19]2[N:18]=1. Product: [CH3:1][N:2]1[C:6]([CH3:7])=[N:5][C:4]([NH:8][C:21]2[C:20]3=[N:25][CH:26]=[C:27]([C:28]#[N:29])[N:19]3[N:18]=[C:17]([S:16][CH3:15])[N:22]=2)=[N:3]1. The catalyst class is: 1.